This data is from Forward reaction prediction with 1.9M reactions from USPTO patents (1976-2016). The task is: Predict the product of the given reaction. (1) Given the reactants [F:1][C:2]1[CH:3]=[CH:4][C:5]([C:11]([F:14])([F:13])[F:12])=[C:6]([CH:10]=1)[C:7]([OH:9])=[O:8].[Si](C=[N+]=[N-])(C)(C)[CH3:16], predict the reaction product. The product is: [F:1][C:2]1[CH:3]=[CH:4][C:5]([C:11]([F:12])([F:13])[F:14])=[C:6]([CH:10]=1)[C:7]([O:9][CH3:16])=[O:8]. (2) Given the reactants [NH2:1][C:2]1[C:3]([C:16]([O:18]C)=O)=[N:4][C:5]([C:8]2[CH:13]=[C:12]([Br:14])[CH:11]=[CH:10][C:9]=2[F:15])=[CH:6][N:7]=1.[NH3:20], predict the reaction product. The product is: [NH2:1][C:2]1[C:3]([C:16]([NH2:20])=[O:18])=[N:4][C:5]([C:8]2[CH:13]=[C:12]([Br:14])[CH:11]=[CH:10][C:9]=2[F:15])=[CH:6][N:7]=1. (3) Given the reactants [F:1][C:2]1[CH:15]=[CH:14][C:5]([C:6]([NH:8][C@@H:9]([CH3:13])[C:10]([OH:12])=O)=[O:7])=[CH:4][CH:3]=1.[C:16]1([CH:22]([NH2:33])[C:23]2[CH:28]=[CH:27][CH:26]=[C:25]([C:29]([F:32])([F:31])[F:30])[CH:24]=2)[CH:21]=[CH:20][CH:19]=[CH:18][CH:17]=1, predict the reaction product. The product is: [F:1][C:2]1[CH:3]=[CH:4][C:5]([C:6]([NH:8][C@H:9]([C:10](=[O:12])[NH:33][CH:22]([C:16]2[CH:17]=[CH:18][CH:19]=[CH:20][CH:21]=2)[C:23]2[CH:28]=[CH:27][CH:26]=[C:25]([C:29]([F:30])([F:31])[F:32])[CH:24]=2)[CH3:13])=[O:7])=[CH:14][CH:15]=1. (4) The product is: [CH3:40][O:39][C:37](=[O:38])[CH2:36][O:34][C:11]1[CH:12]=[CH:13][C:14]([NH:15][C:16]([C:18]2[C:27]3[C:22](=[CH:23][CH:24]=[CH:25][CH:26]=3)[C:21]([CH2:28][N:29]3[CH:33]=[CH:32][N:31]=[N:30]3)=[CH:20][CH:19]=2)=[O:17])=[C:9]([C:7]([NH:6][CH2:5][CH:1]2[CH2:4][CH2:3][CH2:2]2)=[O:8])[N:10]=1. Given the reactants [CH:1]1([CH2:5][NH:6][C:7]([C:9]2[C:14]([NH:15][C:16]([C:18]3[C:27]4[C:22](=[CH:23][CH:24]=[CH:25][CH:26]=4)[C:21]([CH2:28][N:29]4[CH:33]=[CH:32][N:31]=[N:30]4)=[CH:20][CH:19]=3)=[O:17])=[CH:13][CH:12]=[C:11]([OH:34])[N:10]=2)=[O:8])[CH2:4][CH2:3][CH2:2]1.Br[CH2:36][C:37]([O:39][CH3:40])=[O:38], predict the reaction product. (5) Given the reactants [C:1](Cl)(Cl)=[O:2].[NH2:5][C:6]1([CH2:21][C:22]2[CH:27]=[CH:26][C:25]([O:28][CH2:29][C:30]3[CH:35]=[CH:34][CH:33]=[CH:32][CH:31]=3)=[CH:24][CH:23]=2)[CH2:12][CH2:11][CH2:10][CH2:9][N:8]([CH2:13][C:14]2[CH:19]=[CH:18][CH:17]=[CH:16][CH:15]=2)[C:7]1=[O:20].C(N(CC)CC)C.C(N(C(C)C)CC)(C)C.[Cl-].[O:53]=[C:54]1[N:63]([CH:64]2[CH2:69][CH2:68][NH2+:67][CH2:66][CH2:65]2)[CH2:62][C:61]2[C:56](=[CH:57][CH:58]=[CH:59][CH:60]=2)[NH:55]1, predict the reaction product. The product is: [CH2:13]([N:8]1[CH2:9][CH2:10][CH2:11][CH2:12][C:6]([NH:5][C:1]([N:67]2[CH2:68][CH2:69][CH:64]([N:63]3[CH2:62][C:61]4[C:56](=[CH:57][CH:58]=[CH:59][CH:60]=4)[NH:55][C:54]3=[O:53])[CH2:65][CH2:66]2)=[O:2])([CH2:21][C:22]2[CH:23]=[CH:24][C:25]([O:28][CH2:29][C:30]3[CH:31]=[CH:32][CH:33]=[CH:34][CH:35]=3)=[CH:26][CH:27]=2)[C:7]1=[O:20])[C:14]1[CH:15]=[CH:16][CH:17]=[CH:18][CH:19]=1. (6) Given the reactants [CH2:1]([O:8][C:9]([N:11]1[CH2:20][CH2:19][C:14]2([CH2:17][C:16](=[O:18])[CH2:15]2)[CH2:13][CH2:12]1)=[O:10])[C:2]1[CH:7]=[CH:6][CH:5]=[CH:4][CH:3]=1.[CH3:21][Mg]Br.C1(C)C=CC=CC=1.C1COCC1, predict the reaction product. The product is: [CH2:1]([O:8][C:9]([N:11]1[CH2:12][CH2:13][C:14]2([CH2:17][C:16]([OH:18])([CH3:21])[CH2:15]2)[CH2:19][CH2:20]1)=[O:10])[C:2]1[CH:3]=[CH:4][CH:5]=[CH:6][CH:7]=1. (7) Given the reactants [C:1]([O:20][CH2:21][C@H:22]([CH2:35][CH2:36][O:37][C:38](=[O:51])[C@H:39]([CH:48]([CH3:50])[CH3:49])[NH:40][C:41]([O:43][C:44]([CH3:47])([CH3:46])[CH3:45])=[O:42])[CH2:23][N:24]1[CH:32]=[N:31][C:30]2[C:29](=O)[NH:28][C:27]([NH2:34])=[N:26][C:25]1=2)(=[O:19])[CH2:2][CH2:3][CH2:4][CH2:5][CH2:6][CH2:7][CH2:8][CH2:9][CH2:10][CH2:11][CH2:12][CH2:13][CH2:14][CH2:15][CH2:16][CH2:17][CH3:18].C(N(CC)C1C=CC=CC=1)C.P(Cl)(Cl)([Cl:65])=O, predict the reaction product. The product is: [NH2:34][C:27]1[N:26]=[C:25]2[C:30]([N:31]=[CH:32][N:24]2[CH2:23][C@H:22]([CH2:21][O:20][C:1](=[O:19])[CH2:2][CH2:3][CH2:4][CH2:5][CH2:6][CH2:7][CH2:8][CH2:9][CH2:10][CH2:11][CH2:12][CH2:13][CH2:14][CH2:15][CH2:16][CH2:17][CH3:18])[CH2:35][CH2:36][O:37][C:38](=[O:51])[C@H:39]([CH:48]([CH3:50])[CH3:49])[NH:40][C:41]([O:43][C:44]([CH3:47])([CH3:46])[CH3:45])=[O:42])=[C:29]([Cl:65])[N:28]=1. (8) Given the reactants Cl.[N:2]1[CH:7]=[CH:6][CH:5]=[CH:4][C:3]=1[CH2:8]Cl.[Cl:10][C:11]1[CH:12]=[C:13]([NH:18][C:19]2[C:28]3[C:23](=[CH:24][CH:25]=[CH:26][C:27]=3[O:29][CH2:30][C@@H:31]([N:33]([CH3:39])[C:34](=[O:38])[CH2:35][O:36][CH3:37])[CH3:32])[N:22]=[CH:21][N:20]=2)[CH:14]=[CH:15][C:16]=1[OH:17], predict the reaction product. The product is: [Cl:10][C:11]1[CH:12]=[C:13]([NH:18][C:19]2[C:28]3[C:23](=[CH:24][CH:25]=[CH:26][C:27]=3[O:29][CH2:30][C@@H:31]([N:33]([CH3:39])[C:34](=[O:38])[CH2:35][O:36][CH3:37])[CH3:32])[N:22]=[CH:21][N:20]=2)[CH:14]=[CH:15][C:16]=1[O:17][CH2:8][C:3]1[CH:4]=[CH:5][CH:6]=[CH:7][N:2]=1. (9) Given the reactants C[O:2][C:3]([CH:5]1[CH2:9][O:8][CH:7]([C:10]2[CH:15]=[CH:14][N:13]=[CH:12][CH:11]=2)[N:6]1[C:16]([O:18][CH2:19][C:20]1[CH:25]=[CH:24][CH:23]=[CH:22][CH:21]=1)=[O:17])=[O:4].[OH-].[Na+].Cl, predict the reaction product. The product is: [CH2:19]([O:18][C:16]([N:6]1[CH:5]([C:3]([OH:4])=[O:2])[CH2:9][O:8][C@H:7]1[C:10]1[CH:11]=[CH:12][N:13]=[CH:14][CH:15]=1)=[O:17])[C:20]1[CH:25]=[CH:24][CH:23]=[CH:22][CH:21]=1.